Dataset: Human liver microsome stability data. Task: Regression/Classification. Given a drug SMILES string, predict its absorption, distribution, metabolism, or excretion properties. Task type varies by dataset: regression for continuous measurements (e.g., permeability, clearance, half-life) or binary classification for categorical outcomes (e.g., BBB penetration, CYP inhibition). Dataset: hlm. The drug is COc1cc2c(N3CCN(C(=O)Nc4ccc(OC(C)C)cc4)CC3)ncnc2cc1OCCN1CCCCC1. The result is 0 (unstable in human liver microsomes).